From a dataset of TCR-epitope binding with 47,182 pairs between 192 epitopes and 23,139 TCRs. Binary Classification. Given a T-cell receptor sequence (or CDR3 region) and an epitope sequence, predict whether binding occurs between them. (1) The epitope is KLSYGIATV. The TCR CDR3 sequence is CASSQLAGGSADTQYF. Result: 1 (the TCR binds to the epitope). (2) The epitope is YLQPRTFLL. The TCR CDR3 sequence is CASSYQNTGELFF. Result: 1 (the TCR binds to the epitope). (3) The epitope is CINGVCWTV. The TCR CDR3 sequence is CASSLEQGAVDGNTIYF. Result: 1 (the TCR binds to the epitope).